Dataset: Peptide-MHC class I binding affinity with 185,985 pairs from IEDB/IMGT. Task: Regression. Given a peptide amino acid sequence and an MHC pseudo amino acid sequence, predict their binding affinity value. This is MHC class I binding data. The peptide sequence is EVRYIDITNI. The MHC is HLA-A02:02 with pseudo-sequence HLA-A02:02. The binding affinity (normalized) is 0.125.